Dataset: Forward reaction prediction with 1.9M reactions from USPTO patents (1976-2016). Task: Predict the product of the given reaction. (1) Given the reactants F[C:2]1[CH:7]=[CH:6][C:5]([N+:8]([O-:10])=[O:9])=[CH:4][C:3]=1[CH2:11][C:12]([OH:14])=O.[CH:15]([NH2:19])([CH2:17][CH3:18])[CH3:16], predict the reaction product. The product is: [CH:15]([N:19]1[C:2]2[C:3](=[CH:4][C:5]([N+:8]([O-:10])=[O:9])=[CH:6][CH:7]=2)[CH2:11][C:12]1=[O:14])([CH2:17][CH3:18])[CH3:16]. (2) The product is: [Br:19][CH2:20][C:21]([NH:5][C:4]1[CH:3]=[C:2]([F:1])[CH:8]=[C:7]([F:9])[CH:6]=1)=[O:22]. Given the reactants [F:1][C:2]1[CH:3]=[C:4]([CH:6]=[C:7]([F:9])[CH:8]=1)[NH2:5].C(N(CC)C(C)C)(C)C.[Br:19][CH2:20][C:21](Br)=[O:22], predict the reaction product. (3) Given the reactants [C:1]1(=[O:10])[C:9]2[C:4](=[CH:5][CH:6]=[CH:7][CH:8]=2)[CH2:3][CH2:2]1.[CH:11](=O)[C:12]1[CH:17]=[CH:16][CH:15]=[CH:14][CH:13]=1.[OH-].[Na+], predict the reaction product. The product is: [CH:11](=[C:2]1[CH2:3][C:4]2[C:9](=[CH:8][CH:7]=[CH:6][CH:5]=2)[C:1]1=[O:10])[C:12]1[CH:17]=[CH:16][CH:15]=[CH:14][CH:13]=1. (4) Given the reactants Br[C:2]1[C:14](=[O:15])[N:13]([CH:16]2[CH2:20][CH2:19][CH2:18][CH2:17]2)[C:5]2[N:6]=[C:7]([S:11][CH3:12])[N:8]=[C:9]([CH3:10])[C:4]=2[CH:3]=1.[CH3:21][O:22][CH2:23][O:24][CH2:25][CH2:26][N:27]1[CH:31]=[C:30](B2OC(C)(C)C(C)(C)O2)[CH:29]=[N:28]1.C(=O)([O-])[O-].[K+].[K+], predict the reaction product. The product is: [CH:16]1([N:13]2[C:5]3[N:6]=[C:7]([S:11][CH3:12])[N:8]=[C:9]([CH3:10])[C:4]=3[CH:3]=[C:2]([C:30]3[CH:29]=[N:28][N:27]([CH2:26][CH2:25][O:24][CH2:23][O:22][CH3:21])[CH:31]=3)[C:14]2=[O:15])[CH2:20][CH2:19][CH2:18][CH2:17]1. (5) Given the reactants [F:1][C:2]1[CH:3]=[C:4]([N:16]2[CH2:21][CH2:20][NH:19][CH2:18][CH2:17]2)[C:5]2[O:9][C:8]([C:10]([N:12]([CH3:14])[CH3:13])=[O:11])=[CH:7][C:6]=2[CH:15]=1.Br[CH2:23][CH2:24][C:25]1[CH:30]=[CH:29][CH:28]=[CH:27][N:26]=1.Br.C(N(CC)CC)C, predict the reaction product. The product is: [F:1][C:2]1[CH:3]=[C:4]([N:16]2[CH2:21][CH2:20][N:19]([CH2:23][CH2:24][C:25]3[CH:30]=[CH:29][CH:28]=[CH:27][N:26]=3)[CH2:18][CH2:17]2)[C:5]2[O:9][C:8]([C:10]([N:12]([CH3:14])[CH3:13])=[O:11])=[CH:7][C:6]=2[CH:15]=1. (6) Given the reactants [F:1][C:2]([F:15])([C:5]1[CH:6]=[N:7][C:8]([C:11]([F:14])([F:13])[F:12])=[CH:9][CH:10]=1)[CH2:3][OH:4].CCN(C(C)C)C(C)C.[O:25](S(C(F)(F)F)(=O)=O)[S:26]([C:29]([F:32])([F:31])[F:30])(=O)=[O:27], predict the reaction product. The product is: [F:30][C:29]([F:32])([F:31])[S:26]([O:4][CH2:3][C:2]([F:1])([F:15])[C:5]1[CH:6]=[N:7][C:8]([C:11]([F:12])([F:13])[F:14])=[CH:9][CH:10]=1)(=[O:27])=[O:25].